Dataset: Forward reaction prediction with 1.9M reactions from USPTO patents (1976-2016). Task: Predict the product of the given reaction. Given the reactants [C:1]([C:3]1[CH:8]=[CH:7][CH:6]=[CH:5][N:4]=1)#[N:2].[CH2:9]([Mg]Br)[CH3:10], predict the reaction product. The product is: [N:4]1[CH:5]=[CH:6][CH:7]=[CH:8][C:3]=1[C:1]1([NH2:2])[CH2:10][CH2:9]1.